This data is from Forward reaction prediction with 1.9M reactions from USPTO patents (1976-2016). The task is: Predict the product of the given reaction. Given the reactants [C:1]([O:5][C:6]([N:8]1[CH2:14][CH2:13][CH2:12][N:11]([C:15]2[CH:20]=[CH:19][C:18]([C:21]([F:24])([F:23])[F:22])=[CH:17][C:16]=2[N+:25]([O-])=O)[CH2:10][CH2:9]1)=[O:7])([CH3:4])([CH3:3])[CH3:2], predict the reaction product. The product is: [C:1]([O:5][C:6]([N:8]1[CH2:14][CH2:13][CH2:12][N:11]([C:15]2[CH:20]=[CH:19][C:18]([C:21]([F:24])([F:22])[F:23])=[CH:17][C:16]=2[NH2:25])[CH2:10][CH2:9]1)=[O:7])([CH3:4])([CH3:2])[CH3:3].